This data is from Catalyst prediction with 721,799 reactions and 888 catalyst types from USPTO. The task is: Predict which catalyst facilitates the given reaction. (1) Reactant: [CH3:1][CH:2]1[C:6]([CH3:8])([CH3:7])[C:5]2[C:9]([CH2:11][CH2:12][CH2:13][C:4]=2[C:3]1([CH3:15])[CH3:14])=O.[C:16](O)(=O)C.[CH:20]([NH2:22])=[NH:21]. Product: [CH3:14][C:3]1([CH3:15])[C:4]2[CH2:13][CH2:12][C:11]3[CH:16]=[N:21][CH:20]=[N:22][C:9]=3[C:5]=2[C:6]([CH3:8])([CH3:7])[CH:2]1[CH3:1]. The catalyst class is: 51. (2) Reactant: [Cl:1][C:2]1[CH:7]=[C:6]([O:8][C:9]2[CH:14]=[CH:13][C:12]([NH:15][C:16](=[O:25])[C:17]3[C:22]([F:23])=[CH:21][CH:20]=[CH:19][C:18]=3[F:24])=[CH:11][C:10]=2[F:26])[CH:5]=[CH:4][N:3]=1.[CH3:27][N:28]([CH3:33])[CH2:29][CH2:30][CH2:31][NH2:32].C([O-])([O-])=O.[Cs+].[Cs+].CC(C)(C(=O)CC(=O)C(C)(C)C)C. Product: [ClH:1].[CH3:27][N:28]([CH3:33])[CH2:29][CH2:30][CH2:31][NH:32][C:2]1[CH:7]=[C:6]([O:8][C:9]2[CH:14]=[CH:13][C:12]([NH:15][C:16](=[O:25])[C:17]3[C:22]([F:23])=[CH:21][CH:20]=[CH:19][C:18]=3[F:24])=[CH:11][C:10]=2[F:26])[CH:5]=[CH:4][N:3]=1. The catalyst class is: 37. (3) Reactant: [CH2:1]([N:8]1[CH2:13][CH2:12][O:11][CH2:10][C:9]1([CH2:15][OH:16])[CH3:14])[C:2]1[CH:7]=[CH:6][CH:5]=[CH:4][CH:3]=1.[H-].[Na+].CI.[C:21](OCC)(=O)C. Product: [CH2:1]([N:8]1[CH2:13][CH2:12][O:11][CH2:10][C:9]1([CH2:15][O:16][CH3:21])[CH3:14])[C:2]1[CH:3]=[CH:4][CH:5]=[CH:6][CH:7]=1. The catalyst class is: 30. (4) Reactant: [Cl:1][C:2]1[CH:7]=[CH:6][C:5]([Cl:8])=[CH:4][C:3]=1[S:9]([NH:12][C@@H:13]1CCN(C(OC(C)(C)C)=O)C1)(=[O:11])=[O:10].C([O-])([O-])=O.[K+].[K+].BrC.C1C=CC(P(C2C=CC=CC=2)C2C=CC=CC=2)=CC=1.C[CH2:53][N:54]([CH:58]([CH3:60])C)[CH:55]([CH3:57])C.BrC#[N:63].C(O)C(N)(CO)CO. Product: [Cl:1][C:2]1[CH:7]=[CH:6][C:5]([Cl:8])=[CH:4][C:3]=1[S:9]([N:12]([C@@H:60]1[CH2:57][CH2:55][N:54]([C:53]#[N:63])[CH2:58]1)[CH3:13])(=[O:10])=[O:11]. The catalyst class is: 21.